Dataset: Catalyst prediction with 721,799 reactions and 888 catalyst types from USPTO. Task: Predict which catalyst facilitates the given reaction. (1) Reactant: [CH3:1][O:2][CH2:3][CH2:4][OH:5].[H-].[Na+].Br[C:9]1[CH:10]=[N:11][CH:12]=[C:13]([Br:15])[CH:14]=1. Product: [Br:15][C:13]1[CH:14]=[C:9]([O:5][CH2:4][CH2:3][O:2][CH3:1])[CH:10]=[N:11][CH:12]=1. The catalyst class is: 3. (2) Reactant: [F:1][C:2]1[CH:7]=[CH:6][C:5]([C:8]2([CH:12]3[C:21]4[C:16](=[CH:17][CH:18]=[C:19]([O:22][CH2:23][CH2:24][NH:25][S:26]([CH2:29][CH2:30][CH3:31])(=[O:28])=[O:27])[CH:20]=4)[CH2:15][CH2:14][NH:13]3)[CH2:11][CH2:10][CH2:9]2)=[CH:4][CH:3]=1.[N:32](OC(C)(C)C)=[O:33]. Product: [F:1][C:2]1[CH:7]=[CH:6][C:5]([C:8]2([CH:12]3[C:21]4[C:16](=[CH:17][CH:18]=[C:19]([O:22][CH2:23][CH2:24][NH:25][S:26]([CH2:29][CH2:30][CH3:31])(=[O:27])=[O:28])[CH:20]=4)[CH2:15][CH2:14][N:13]3[N:32]=[O:33])[CH2:9][CH2:10][CH2:11]2)=[CH:4][CH:3]=1. The catalyst class is: 7. (3) Reactant: [F:1][C:2]1[CH:23]=[CH:22][CH:21]=[C:20]([F:24])[C:3]=1[C:4]([NH:6][C:7]1[C:8]([CH:18]=[O:19])=[N:9][N:10]([CH:12]2[CH2:17][CH2:16][CH2:15][CH2:14][O:13]2)[CH:11]=1)=[O:5].[CH3:25][Mg]Br. Product: [F:1][C:2]1[CH:23]=[CH:22][CH:21]=[C:20]([F:24])[C:3]=1[C:4]([NH:6][C:7]1[C:8]([CH:18]([OH:19])[CH3:25])=[N:9][N:10]([CH:12]2[CH2:17][CH2:16][CH2:15][CH2:14][O:13]2)[CH:11]=1)=[O:5]. The catalyst class is: 1. (4) Reactant: [CH3:1][C:2]1[C:10]([C:11]2[CH:12]=[N:13][N:14]([CH3:16])[CH:15]=2)=[CH:9][CH:8]=[C:7]2[C:3]=1[CH2:4][CH2:5][N:6]2C(OC(C)(C)C)=O.Cl. Product: [CH3:1][C:2]1[C:10]([C:11]2[CH:12]=[N:13][N:14]([CH3:16])[CH:15]=2)=[CH:9][CH:8]=[C:7]2[C:3]=1[CH2:4][CH2:5][NH:6]2. The catalyst class is: 25. (5) The catalyst class is: 22. Reactant: [CH3:1][N:2]1[C:6]([CH3:7])=[C:5]([C:8]([O:10][CH3:11])=[O:9])[C:4](=[O:12])[N:3]1[C:13]1[CH:18]=[CH:17][CH:16]=[CH:15][CH:14]=1.C1C(=O)N([Br:26])C(=O)C1. Product: [Br:26][CH2:7][C:6]1[N:2]([CH3:1])[N:3]([C:13]2[CH:18]=[CH:17][CH:16]=[CH:15][CH:14]=2)[C:4](=[O:12])[C:5]=1[C:8]([O:10][CH3:11])=[O:9].